This data is from Catalyst prediction with 721,799 reactions and 888 catalyst types from USPTO. The task is: Predict which catalyst facilitates the given reaction. (1) Reactant: [CH3:1][C@H:2]1[CH2:7][N:6]2[N:8]=[CH:9][C:10]([N:11]3[CH2:15][CH:14]([C:16]4[O:20][CH:19]=[N:18][CH:17]=4)[CH2:13][C:12]3=[O:21])=[C:5]2[CH2:4][N:3]1[C:22]([O:24]C(C)(C)C)=O.Cl.CCN(C(C)C)C(C)C.[F:39][C:40]1[CH:41]=[C:42]([NH:48]C(=O)OC2C=CC=CC=2)[CH:43]=[C:44]([F:47])[C:45]=1[F:46]. Product: [CH3:1][C@H:2]1[CH2:7][N:6]2[N:8]=[CH:9][C:10]([N:11]3[CH2:15][CH:14]([C:16]4[O:20][CH:19]=[N:18][CH:17]=4)[CH2:13][C:12]3=[O:21])=[C:5]2[CH2:4][N:3]1[C:22]([NH:48][C:42]1[CH:41]=[C:40]([F:39])[C:45]([F:46])=[C:44]([F:47])[CH:43]=1)=[O:24]. The catalyst class is: 329. (2) The catalyst class is: 64. Reactant: [F:1][C:2]1[CH:7]=[CH:6][C:5]([CH2:8][CH:9]([C:13]2[CH:18]=[CH:17][C:16]([S:19]([CH3:22])(=[O:21])=[O:20])=[CH:15][CH:14]=2)[C:10]([OH:12])=O)=[CH:4][CH:3]=1.[CH3:23][O:24][CH2:25][CH2:26][N:27]([CH2:29][C:30]1[N:31]=[CH:32][C:33]([NH2:36])=[N:34][CH:35]=1)[CH3:28].CCN=C=NCCCN(C)C.Cl.C([O-])(O)=O.[Na+]. Product: [F:1][C:2]1[CH:7]=[CH:6][C:5]([CH2:8][CH:9]([C:13]2[CH:18]=[CH:17][C:16]([S:19]([CH3:22])(=[O:20])=[O:21])=[CH:15][CH:14]=2)[C:10]([NH:36][C:33]2[CH:32]=[N:31][C:30]([CH2:29][N:27]([CH2:26][CH2:25][O:24][CH3:23])[CH3:28])=[CH:35][N:34]=2)=[O:12])=[CH:4][CH:3]=1. (3) Reactant: [NH2:1][C:2]1[CH:7]=[C:6]([Cl:8])[CH:5]=[CH:4][N:3]=1.[CH3:9][C:10]([CH3:15])([CH3:14])[C:11](Cl)=[O:12]. Product: [Cl:8][C:6]1[CH:5]=[CH:4][N:3]=[C:2]([NH:1][C:11](=[O:12])[C:10]([CH3:15])([CH3:14])[CH3:9])[CH:7]=1. The catalyst class is: 17. (4) Reactant: [N+]([C:4]1[CH:9]=[C:8]([C:10]([F:13])([F:12])[F:11])[CH:7]=[C:6]([N+:14]([O-:16])=[O:15])[CH:5]=1)([O-])=O.[OH:17][C:18]1[CH:19]=[C:20]([C:24]([CH3:36])([CH3:35])[C:25]([O:27][CH2:28][C:29]2[CH:34]=[CH:33][CH:32]=[CH:31][CH:30]=2)=[O:26])[CH:21]=[CH:22][CH:23]=1.CN(C)C=O.S([O-])([O-])(=O)=O.[K+].[K+]. Product: [CH3:36][C:24]([C:20]1[CH:21]=[CH:22][CH:23]=[C:18]([O:17][C:4]2[CH:9]=[C:8]([C:10]([F:13])([F:12])[F:11])[CH:7]=[C:6]([N+:14]([O-:16])=[O:15])[CH:5]=2)[CH:19]=1)([CH3:35])[C:25]([O:27][CH2:28][C:29]1[CH:34]=[CH:33][CH:32]=[CH:31][CH:30]=1)=[O:26]. The catalyst class is: 13. (5) Reactant: Cl[Sn]Cl.Cl.[N+:5]([C:8]1[C:9]([C:26]#[C:27][C:28]2[C:33]([F:34])=[C:32]([F:35])[N:31]=[C:30]([F:36])[C:29]=2[F:37])=[C:10]([C:14]#[C:15][C:16]2[C:21]([F:22])=[C:20]([F:23])[N:19]=[C:18]([F:24])[C:17]=2[F:25])[CH:11]=[CH:12][CH:13]=1)([O-])=O. Product: [F:36][C:30]1[C:29]([F:37])=[C:28]([C:27]#[C:26][C:9]2[C:10]([C:14]#[C:15][C:16]3[C:21]([F:22])=[C:20]([F:23])[N:19]=[C:18]([F:24])[C:17]=3[F:25])=[CH:11][CH:12]=[CH:13][C:8]=2[NH2:5])[C:33]([F:34])=[C:32]([F:35])[N:31]=1. The catalyst class is: 1. (6) Reactant: [CH3:1][O:2][C:3]1[CH:8]=[CH:7][C:6]([CH2:9][CH2:10][CH2:11][OH:12])=[CH:5][CH:4]=1.[Cr](Cl)([O-])(=O)=O.[NH+]1C=CC=CC=1. Product: [CH3:1][O:2][C:3]1[CH:8]=[CH:7][C:6]([CH2:9][CH2:10][CH:11]=[O:12])=[CH:5][CH:4]=1. The catalyst class is: 4. (7) Reactant: [Cr](Cl)([O-])(=O)=O.[NH+]1C=CC=CC=1.[O:12]1[C:16]([C:17]2[CH:22]=[CH:21][C:20]([CH2:23][OH:24])=[CH:19][CH:18]=2)=[CH:15][N:14]=[CH:13]1. Product: [O:12]1[C:16]([C:17]2[CH:18]=[CH:19][C:20]([CH:23]=[O:24])=[CH:21][CH:22]=2)=[CH:15][N:14]=[CH:13]1. The catalyst class is: 4. (8) Reactant: Cl[CH:2]([C:18]1[CH:23]=[CH:22][C:21]([F:24])=[CH:20][C:19]=1[F:25])[C:3]1[N:7]([CH3:8])[N:6]=[C:5]([CH3:9])[C:4]=1[C:10]1[C:15]([F:16])=[CH:14][CH:13]=[CH:12][C:11]=1[F:17].[CH3:26][NH2:27]. Product: [F:25][C:19]1[CH:20]=[C:21]([F:24])[CH:22]=[CH:23][C:18]=1[CH:2]([C:3]1[N:7]([CH3:8])[N:6]=[C:5]([CH3:9])[C:4]=1[C:10]1[C:15]([F:16])=[CH:14][CH:13]=[CH:12][C:11]=1[F:17])[NH:27][CH3:26]. The catalyst class is: 5. (9) Reactant: [F:1][C:2]1[CH:7]=[CH:6][C:5]([C:8]2[CH:13]=[CH:12][N:11]=[CH:10][C:9]=2[N+:14]([O-])=O)=[C:4]([CH3:17])[CH:3]=1. Product: [F:1][C:2]1[CH:7]=[CH:6][C:5]([C:8]2[CH:13]=[CH:12][N:11]=[CH:10][C:9]=2[NH2:14])=[C:4]([CH3:17])[CH:3]=1. The catalyst class is: 183.